Dataset: Full USPTO retrosynthesis dataset with 1.9M reactions from patents (1976-2016). Task: Predict the reactants needed to synthesize the given product. (1) Given the product [Br:22][CH2:11][C:8]1[CH:9]=[CH:10][C:5]([O:4][CH3:3])=[CH:6][C:7]=1[CH3:13], predict the reactants needed to synthesize it. The reactants are: N#N.[CH3:3][O:4][C:5]1[CH:10]=[CH:9][C:8]([CH2:11]O)=[C:7]([CH3:13])[CH:6]=1.N1C=CC=CC=1.S(Br)([Br:22])=O. (2) Given the product [CH:1]1([C:7]2([CH3:15])[C:11](=[O:12])[N:10]([CH2:17][C:18](=[O:19])[C:20]3[CH:25]=[CH:24][CH:23]=[CH:22][CH:21]=3)[N:9]=[C:8]2[CH2:13][CH3:14])[CH2:2][CH2:3][CH2:4][CH2:5][CH2:6]1, predict the reactants needed to synthesize it. The reactants are: [CH:1]1([C:7]2([CH3:15])[C:11](=[O:12])[NH:10][N:9]=[C:8]2[CH2:13][CH3:14])[CH2:6][CH2:5][CH2:4][CH2:3][CH2:2]1.Br[CH2:17][C:18]([C:20]1[CH:25]=[CH:24][CH:23]=[CH:22][CH:21]=1)=[O:19]. (3) Given the product [Br:8][C:10]1[S:9][CH:13]=[CH:12][C:11]=1[CH2:14][CH2:15][OH:16], predict the reactants needed to synthesize it. The reactants are: C1C(=O)N([Br:8])C(=O)C1.[S:9]1[CH:13]=[CH:12][C:11]([CH2:14][CH2:15][OH:16])=[CH:10]1.C(Cl)Cl.O. (4) Given the product [Cl:48][C:14]1[CH:15]=[C:2]([Cl:1])[CH:3]=[CH:4][C:5]=1[O:6][C:7]1[CH:12]=[CH:11][CH:10]=[CH:9][C:8]=1[NH:13][CH:27]1[CH2:29][CH:22]2[N:21]([C:19]([O:18][CH2:17][CH3:16])=[O:20])[CH:25]([CH2:24][CH2:23]2)[CH2:26]1, predict the reactants needed to synthesize it. The reactants are: [Cl:1][C:2]1[CH:15]=[CH:14][C:5]([O:6][C:7]2[CH:12]=[CH:11][CH:10]=[CH:9][C:8]=2[NH2:13])=[CH:4][CH:3]=1.[CH3:16][CH2:17][O:18][C:19]([N:21]1[C@@H:25]2[CH2:26][C:27]([CH2:29][C@H:22]1[CH2:23][CH2:24]2)=O)=[O:20].C(O)(=O)C.C(O[BH-](OC(=O)C)OC(=O)C)(=O)C.[Na+].[Cl:48]CCCl. (5) Given the product [O:35]1[CH2:36][CH2:37][N:32]([C:28]2[N:27]=[C:26]([C:13]3[C:12]4[C:16](=[CH:17][CH:18]=[C:10]([C:8]5[S:9][CH:5]=[N:6][N:7]=5)[CH:11]=4)[N:15]([C:19]([O:21][C:22]([CH3:25])([CH3:24])[CH3:23])=[O:20])[CH:14]=3)[CH:31]=[CH:30][CH:29]=2)[CH2:33][CH2:34]1, predict the reactants needed to synthesize it. The reactants are: CS([C:5]1[S:9][C:8]([C:10]2[CH:11]=[C:12]3[C:16](=[CH:17][CH:18]=2)[N:15]([C:19]([O:21][C:22]([CH3:25])([CH3:24])[CH3:23])=[O:20])[CH:14]=[C:13]3[C:26]2[CH:31]=[CH:30][CH:29]=[C:28]([N:32]3[CH2:37][CH2:36][O:35][CH2:34][CH2:33]3)[N:27]=2)=[N:7][N:6]=1)(=O)=O.[BH4-].[Na+].CC(O)=O. (6) Given the product [C:17]([C:19]1[CH:20]=[C:21]([CH:25]=[CH:26][CH:27]=1)[C:22]([NH:16][C:4]1[CH:5]=[C:6]([N:8]([CH3:15])[C:9]2[CH:14]=[N:13][CH:12]=[N:11][CH:10]=2)[CH:7]=[C:2]([F:1])[CH:3]=1)=[O:23])#[N:18], predict the reactants needed to synthesize it. The reactants are: [F:1][C:2]1[CH:3]=[C:4]([NH2:16])[CH:5]=[C:6]([N:8]([CH3:15])[C:9]2[CH:10]=[N:11][CH:12]=[N:13][CH:14]=2)[CH:7]=1.[C:17]([C:19]1[CH:20]=[C:21]([CH:25]=[CH:26][CH:27]=1)[C:22](Cl)=[O:23])#[N:18].